Dataset: Peptide-MHC class I binding affinity with 185,985 pairs from IEDB/IMGT. Task: Regression. Given a peptide amino acid sequence and an MHC pseudo amino acid sequence, predict their binding affinity value. This is MHC class I binding data. (1) The peptide sequence is RVMANNVKK. The MHC is HLA-A31:01 with pseudo-sequence HLA-A31:01. The binding affinity (normalized) is 0.544. (2) The peptide sequence is SLELIIIHTK. The MHC is HLA-A03:01 with pseudo-sequence HLA-A03:01. The binding affinity (normalized) is 0.104. (3) The peptide sequence is MPYNILDRII. The MHC is HLA-B54:01 with pseudo-sequence HLA-B54:01. The binding affinity (normalized) is 0.803. (4) The peptide sequence is IGLGLTRL. The MHC is H-2-Kb with pseudo-sequence H-2-Kb. The binding affinity (normalized) is 0.121. (5) The peptide sequence is RVIGLCIRI. The MHC is HLA-A02:01 with pseudo-sequence HLA-A02:01. The binding affinity (normalized) is 0.739. (6) The peptide sequence is GSDKQVVGQ. The MHC is HLA-B15:01 with pseudo-sequence HLA-B15:01. The binding affinity (normalized) is 0.0847.